The task is: Binary Classification. Given a T-cell receptor sequence (or CDR3 region) and an epitope sequence, predict whether binding occurs between them.. This data is from TCR-epitope binding with 47,182 pairs between 192 epitopes and 23,139 TCRs. (1) The epitope is YLDAYNMMI. The TCR CDR3 sequence is CASSSQDRTHSPLHF. Result: 0 (the TCR does not bind to the epitope). (2) The epitope is NLVPMVATV. The TCR CDR3 sequence is CSAVLDRGTGESYEQYF. Result: 1 (the TCR binds to the epitope). (3) The epitope is VLWAHGFEL. The TCR CDR3 sequence is CASSLDRGGSPLHF. Result: 1 (the TCR binds to the epitope). (4) The epitope is WICLLQFAY. The TCR CDR3 sequence is CSVELGVAGVYEQYF. Result: 0 (the TCR does not bind to the epitope). (5) The epitope is GILGFVFTL. The TCR CDR3 sequence is CASSPGGRTDGPHTDTQYF. Result: 0 (the TCR does not bind to the epitope). (6) The epitope is RLRPGGKKR. The TCR CDR3 sequence is CASSKVGTDRYSNQPQHF. Result: 0 (the TCR does not bind to the epitope). (7) The TCR CDR3 sequence is CASSSDREGYEQYF. Result: 0 (the TCR does not bind to the epitope). The epitope is NYSGVVTTVMF. (8) The epitope is FLNGSCGSV. The TCR CDR3 sequence is CASSRGLAGGFMTDTQYF. Result: 1 (the TCR binds to the epitope). (9) The epitope is TLIGDCATV. The TCR CDR3 sequence is CASSYVAGNQPQHF. Result: 1 (the TCR binds to the epitope).